Predict the product of the given reaction. From a dataset of Forward reaction prediction with 1.9M reactions from USPTO patents (1976-2016). The product is: [CH3:19][NH:18][C:4]1[C:5]2[N:6]=[C:7]([NH:14][CH2:15][CH2:16][CH3:17])[N:8]=[C:9]([NH:12][CH3:13])[C:10]=2[N:11]=[C:2]([N:23]([CH2:24][CH2:25][OH:26])[CH2:22][CH2:21][OH:20])[N:3]=1. Given the reactants Cl[C:2]1[N:3]=[C:4]([NH:18][CH3:19])[C:5]2[N:6]=[C:7]([NH:14][CH2:15][CH2:16][CH3:17])[N:8]=[C:9]([NH:12][CH3:13])[C:10]=2[N:11]=1.[OH:20][CH2:21][CH2:22][NH:23][CH2:24][CH2:25][OH:26], predict the reaction product.